This data is from Ames mutagenicity test results for genotoxicity prediction. The task is: Regression/Classification. Given a drug SMILES string, predict its toxicity properties. Task type varies by dataset: regression for continuous values (e.g., LD50, hERG inhibition percentage) or binary classification for toxic/non-toxic outcomes (e.g., AMES mutagenicity, cardiotoxicity, hepatotoxicity). Dataset: ames. (1) The drug is CN1CC(O)c2cc3c(c4c2C1Cc1ccccc1-4)OCO3. The result is 1 (mutagenic). (2) The molecule is O=C1c2cccc(O)c2C(=O)c2c(O)cccc21. The result is 1 (mutagenic). (3) The molecule is C1CN1. The result is 1 (mutagenic). (4) The drug is Oc1ccc(Cl)c(Cl)c1Cl. The result is 0 (non-mutagenic). (5) The drug is O=[N+]([O-])OCC(CO[N+](=O)[O-])(CO[N+](=O)[O-])CO[N+](=O)[O-]. The result is 0 (non-mutagenic). (6) The molecule is ClCCCl. The result is 1 (mutagenic). (7) The molecule is CC(CCC(=O)O)C1CCC2C3C(O)CC4CC(O)CCC4(C)C3CCC12C. The result is 0 (non-mutagenic). (8) The compound is O=CNc1nc(/C=C\c2ccc([N+](=O)[O-])o2)cs1. The result is 1 (mutagenic).